From a dataset of Full USPTO retrosynthesis dataset with 1.9M reactions from patents (1976-2016). Predict the reactants needed to synthesize the given product. (1) The reactants are: CS(O)(=O)=[O:3].[F:6][C:7]1[CH:14]=[C:13]([F:15])[C:12]([F:16])=[CH:11][C:8]=1[C:9]#N.Br[CH2:18][C:19]([O:21][CH2:22][CH3:23])=[O:20].Cl. Given the product [F:6][C:7]1[CH:14]=[C:13]([F:15])[C:12]([F:16])=[CH:11][C:8]=1[C:9]([CH2:18][C:19]([O:21][CH2:22][CH3:23])=[O:20])=[O:3], predict the reactants needed to synthesize it. (2) Given the product [CH:1]1([CH2:4][CH2:5][O:6][C:7]2[N:12]=[CH:11][C:10]([O:13][C@@H:14]3[CH2:18][CH2:17][N:16]([C:21]4[CH:29]=[C:28]5[C:24](=[C:23]([F:31])[CH:22]=4)[CH2:25][CH2:26][C:27]5=[O:30])[C:15]3=[O:19])=[CH:9][CH:8]=2)[CH2:2][CH2:3]1, predict the reactants needed to synthesize it. The reactants are: [CH:1]1([CH2:4][CH2:5][O:6][C:7]2[N:12]=[CH:11][C:10]([O:13][C@@H:14]3[CH2:18][CH2:17][NH:16][C:15]3=[O:19])=[CH:9][CH:8]=2)[CH2:3][CH2:2]1.Br[C:21]1[CH:29]=[C:28]2[C:24]([CH2:25][CH2:26][C:27]2=[O:30])=[C:23]([F:31])[CH:22]=1. (3) The reactants are: [OH:1][C:2]([C:4]([F:7])([F:6])[F:5])=[O:3].[F:8][CH:9]([F:38])[CH2:10][NH:11][C:12]1[N:13]=[C:14]2[CH2:36][CH:35]([CH3:37])[NH:34][CH2:33][C:15]2=[N:16][C:17]=1[N:18]1[CH2:23][CH2:22][CH:21]([O:24][C:25]2[CH:30]=[CH:29][C:28]([F:31])=[CH:27][C:26]=2[F:32])[CH2:20][CH2:19]1.C(OC(=O)C)(=O)C.CCN(C(C)C)C(C)C. Given the product [F:38][CH:9]([F:8])[CH2:10][NH:11][C:12]1[N:13]=[C:14]2[CH2:36][CH:35]([CH3:37])[N:34]([C:2](=[O:1])[CH3:4])[CH2:33][C:15]2=[N:16][C:17]=1[N:18]1[CH2:19][CH2:20][CH:21]([O:24][C:25]2[CH:30]=[CH:29][C:28]([F:31])=[CH:27][C:26]=2[F:32])[CH2:22][CH2:23]1.[C:2]([OH:3])([C:4]([F:7])([F:6])[F:5])=[O:1], predict the reactants needed to synthesize it. (4) Given the product [OH:13][C:10]1[CH:11]=[C:12]2[C:7]([CH2:6][CH2:5][CH2:4][CH:3]2[NH:2][C:28](=[O:29])[O:27][C:23]([CH3:26])([CH3:25])[CH3:24])=[CH:8][CH:9]=1, predict the reactants needed to synthesize it. The reactants are: Cl.[NH2:2][CH:3]1[C:12]2[CH:11]=[C:10]([OH:13])[CH:9]=[CH:8][C:7]=2[CH2:6][CH2:5][CH2:4]1.C(N(CC)C(C)C)(C)C.[C:23]([O:27][C:28](O[C:28]([O:27][C:23]([CH3:26])([CH3:25])[CH3:24])=[O:29])=[O:29])([CH3:26])([CH3:25])[CH3:24]. (5) Given the product [Cl:17][C:13]1[CH:12]=[C:11]([C:4]2[N:3]=[C:2]([NH:18][C:19]3[CH:20]=[CH:21][C:22]([CH2:25][C:26]([NH2:28])=[O:27])=[CH:23][CH:24]=3)[CH:7]=[C:6]([CH:8]3[CH2:10][CH2:9]3)[N:5]=2)[CH:16]=[CH:15][CH:14]=1, predict the reactants needed to synthesize it. The reactants are: Cl[C:2]1[CH:7]=[C:6]([CH:8]2[CH2:10][CH2:9]2)[N:5]=[C:4]([C:11]2[CH:16]=[CH:15][CH:14]=[C:13]([Cl:17])[CH:12]=2)[N:3]=1.[NH2:18][C:19]1[CH:24]=[CH:23][C:22]([CH2:25][C:26]([NH2:28])=[O:27])=[CH:21][CH:20]=1.